From a dataset of Peptide-MHC class I binding affinity with 185,985 pairs from IEDB/IMGT. Regression. Given a peptide amino acid sequence and an MHC pseudo amino acid sequence, predict their binding affinity value. This is MHC class I binding data. (1) The binding affinity (normalized) is 0. The peptide sequence is GMGMVGTAL. The MHC is HLA-E01:03 with pseudo-sequence HLA-E01:03. (2) The peptide sequence is KFLPDLYDYK. The MHC is HLA-A31:01 with pseudo-sequence HLA-A31:01. The binding affinity (normalized) is 0.280. (3) The peptide sequence is ASSLLRNDVP. The MHC is HLA-B57:01 with pseudo-sequence HLA-B57:01. The binding affinity (normalized) is 0.134. (4) The peptide sequence is ETVKMGAFM. The MHC is HLA-A68:02 with pseudo-sequence HLA-A68:02. The binding affinity (normalized) is 0.593. (5) The peptide sequence is TMFGGVSWMI. The MHC is HLA-A02:01 with pseudo-sequence HLA-A02:01. The binding affinity (normalized) is 0.785. (6) The peptide sequence is LVSECSKDF. The MHC is HLA-A02:01 with pseudo-sequence HLA-A02:01. The binding affinity (normalized) is 0.0847. (7) The MHC is HLA-A02:02 with pseudo-sequence HLA-A02:02. The binding affinity (normalized) is 0.393. The peptide sequence is ATAQMALQL. (8) The peptide sequence is YSHYSHNPK. The MHC is HLA-A31:01 with pseudo-sequence HLA-A31:01. The binding affinity (normalized) is 0.250. (9) The peptide sequence is AEGVVAFLI. The MHC is HLA-A80:01 with pseudo-sequence HLA-A80:01. The binding affinity (normalized) is 0.0847. (10) The peptide sequence is YIFPGDKTSY. The MHC is HLA-A68:01 with pseudo-sequence HLA-A68:01. The binding affinity (normalized) is 0.657.